From a dataset of Catalyst prediction with 721,799 reactions and 888 catalyst types from USPTO. Predict which catalyst facilitates the given reaction. (1) Product: [Br:18][C:6]1[C:5]2[C:10](=[CH:11][C:12]([O:13][CH3:14])=[C:3]([O:2][CH3:1])[CH:4]=2)[N:9]=[CH:8][CH:7]=1. Reactant: [CH3:1][O:2][C:3]1[CH:4]=[C:5]2[C:10](=[CH:11][C:12]=1[O:13][CH3:14])[NH:9][C:8](=O)[CH:7]=[CH:6]2.P(Br)(Br)([Br:18])=O.O. The catalyst class is: 159. (2) Reactant: [F:1][C:2]1[C:10]([O:11][CH2:12][CH2:13][O:14][CH3:15])=[C:9]2[C:5]([CH:6]=[C:7]([C:16]3[S:17][CH:18]([CH2:21][C:22]([O:24]CC)=[O:23])[CH2:19][N:20]=3)[NH:8]2)=[CH:4][C:3]=1[O:27][C:28]1[CH:29]=[N:30][C:31]([S:34]([CH3:37])(=[O:36])=[O:35])=[CH:32][CH:33]=1.O1CCCC1.CO.[OH-].[K+]. Product: [F:1][C:2]1[C:10]([O:11][CH2:12][CH2:13][O:14][CH3:15])=[C:9]2[C:5]([CH:6]=[C:7]([C:16]3[S:17][CH:18]([CH2:21][C:22]([OH:24])=[O:23])[CH2:19][N:20]=3)[NH:8]2)=[CH:4][C:3]=1[O:27][C:28]1[CH:29]=[N:30][C:31]([S:34]([CH3:37])(=[O:35])=[O:36])=[CH:32][CH:33]=1. The catalyst class is: 6. (3) Reactant: Cl[CH2:2][C:3]1[CH:8]=[CH:7][C:6]([C:9]2[C:13]([NH:14][C:15](=[O:26])[O:16][CH:17]([C:19]3[CH:24]=[CH:23][CH:22]=[CH:21][C:20]=3[Cl:25])[CH3:18])=[CH:12][O:11][N:10]=2)=[CH:5][CH:4]=1.Cl.[NH2:28][CH2:29][CH2:30][C:31]([O:33][CH3:34])=[O:32].[C:35](=O)([O-:37])[O-:36].[K+].[K+].Cl. Product: [Cl:25][C:20]1[CH:21]=[CH:22][CH:23]=[CH:24][C:19]=1[CH:17]([O:16][C:15]([NH:14][C:13]1[C:9]([C:6]2[CH:7]=[CH:8][C:3]([CH2:2][O:37][C:35]([NH:28][CH2:29][CH2:30][C:31]([O:33][CH3:34])=[O:32])=[O:36])=[CH:4][CH:5]=2)=[N:10][O:11][CH:12]=1)=[O:26])[CH3:18]. The catalyst class is: 9. (4) Reactant: [CH:1]([NH:4][C:5]1[C:10]2[C:11]([Sn](C)(C)C)=[N:12][N:13](C(C3C=CC=CC=3)(C3C=CC=CC=3)C3C=CC=CC=3)[C:9]=2[CH:8]=[CH:7][N:6]=1)([CH3:3])[CH3:2].IC1[C:42]2[C:43](NC(C)C)=[N:44][CH:45]=[CH:46][C:41]=2N(C(C2C=CC=CC=2)(C2C=CC=CC=2)C2C=CC=CC=2)N=1.C[Sn](C)(C)[Sn](C)(C)C. Product: [CH:1]([NH:4][C:5]1[C:10]2[C:11]([C:43]3[CH:42]=[CH:41][CH:46]=[CH:45][N:44]=3)=[N:12][NH:13][C:9]=2[CH:8]=[CH:7][N:6]=1)([CH3:2])[CH3:3]. The catalyst class is: 11. (5) Reactant: [H-].[Na+].CN(C)C=O.[SH:8][CH2:9][CH2:10][NH:11][C:12]([O:14][C:15]([CH3:18])([CH3:17])[CH3:16])=[O:13].CC1C=CC(S(O[CH2:30][C:31]([F:34])([F:33])[F:32])(=O)=O)=CC=1. Product: [F:32][C:31]([F:34])([F:33])[CH2:30][S:8][CH2:9][CH2:10][NH:11][C:12]([O:14][C:15]([CH3:18])([CH3:17])[CH3:16])=[O:13]. The catalyst class is: 6. (6) Reactant: [Br:1][C:2]1[N:7]=[CH:6][C:5]([NH2:8])=[CH:4][CH:3]=1.CCO[CH:12]=[C:13]([C:19]([O:21][CH2:22][CH3:23])=[O:20])[C:14]([O:16][CH2:17][CH3:18])=[O:15]. The catalyst class is: 8. Product: [Br:1][C:2]1[N:7]=[CH:6][C:5]([NH:8][CH:12]=[C:13]([C:14]([O:16][CH2:17][CH3:18])=[O:15])[C:19]([O:21][CH2:22][CH3:23])=[O:20])=[CH:4][CH:3]=1. (7) Reactant: Br[C:2]1[CH:3]=[N:4][CH:5]=[N:6][CH:7]=1.[NH2:8][C:9]1[CH:10]=[C:11]([CH:14]=[CH:15][CH:16]=1)[C:12]#[N:13].C([O-])([O-])=O.[Cs+].[Cs+].C1(P(C2C=CC=CC=2)C2C3OC4C(=CC=CC=4P(C4C=CC=CC=4)C4C=CC=CC=4)C(C)(C)C=3C=CC=2)C=CC=CC=1. Product: [N:4]1[CH:3]=[C:2]([NH:8][C:9]2[CH:10]=[C:11]([CH:14]=[CH:15][CH:16]=2)[C:12]#[N:13])[CH:7]=[N:6][CH:5]=1. The catalyst class is: 102.